This data is from Catalyst prediction with 721,799 reactions and 888 catalyst types from USPTO. The task is: Predict which catalyst facilitates the given reaction. (1) Reactant: [F-].C([N+](CCCC)(CCCC)CCCC)CCC.[Si]([O:26][CH2:27][C:28]1[C:29]2[N:30]([N:37]=[C:38]([C:40]([F:43])([F:42])[F:41])[CH:39]=2)[C:31]([CH2:34][O:35][CH3:36])=[CH:32][CH:33]=1)(C(C)(C)C)(C)C.O. Product: [OH:26][CH2:27][C:28]1[C:29]2[N:30]([N:37]=[C:38]([C:40]([F:43])([F:42])[F:41])[CH:39]=2)[C:31]([CH2:34][O:35][CH3:36])=[CH:32][CH:33]=1. The catalyst class is: 1. (2) Reactant: [C:1]([O:20][CH3:21])(=[O:19])[CH2:2][CH2:3][CH2:4][CH2:5][CH2:6][CH2:7][CH2:8]/[CH:9]=[CH:10]\[CH2:11]CCCCCCC.[CH3:22]CCCCCCCC=CCCCCCCCC.CC(C(O)=O)(C(O)=O)CCCCCCCC=CCCCCCCCCC. Product: [CH2:2]([CH:1]1[O:19][CH2:22][CH2:21][O:20]1)[CH2:3][CH2:4][CH2:5][CH2:6][CH2:7][CH2:8][CH2:9][CH2:10][CH3:11]. The catalyst class is: 196. (3) Reactant: [C:1]([C:5]1[CH:6]=[C:7]([NH2:12])[C:8]([NH2:11])=[CH:9][CH:10]=1)([CH3:4])([CH3:3])[CH3:2].[O:13]1[CH2:18][CH2:17][CH2:16][CH2:15][C:14]1=O.C([O-])([O-])=O.[K+].[K+]. Product: [C:1]([C:5]1[CH:10]=[CH:9][C:8]2[NH:11][C:18]([CH2:17][CH2:16][CH2:15][CH2:14][OH:13])=[N:12][C:7]=2[CH:6]=1)([CH3:4])([CH3:2])[CH3:3]. The catalyst class is: 33.